This data is from Catalyst prediction with 721,799 reactions and 888 catalyst types from USPTO. The task is: Predict which catalyst facilitates the given reaction. Reactant: [Br:1][C:2]1[N:3](COC)[CH:4]=[C:5]([N+:7]([O-:9])=[O:8])[N:6]=1.Cl. Product: [Br:1][C:2]1[NH:3][CH:4]=[C:5]([N+:7]([O-:9])=[O:8])[N:6]=1. The catalyst class is: 5.